This data is from Full USPTO retrosynthesis dataset with 1.9M reactions from patents (1976-2016). The task is: Predict the reactants needed to synthesize the given product. (1) The reactants are: [NH2:1][C:2]1[CH:6]=[C:5]([C:7]2[O:8][CH:9]=[CH:10][CH:11]=2)[NH:4][N:3]=1.[C:12]1([C:21]2[CH:26]=[CH:25][C:24]([C:27]([O-:29])=O)=[CH:23][CH:22]=2)[CH:17]=[CH:16][C:15]([C:18]([O-:20])=O)=[CH:14][CH:13]=1. Given the product [O:8]1[CH:9]=[CH:10][CH:11]=[C:7]1[C:5]1[NH:4][N:3]=[C:2]([NH:1][C:27]([C:24]2[CH:23]=[CH:22][C:21]([C:12]3[CH:13]=[CH:14][C:15]([C:18]([NH:1][C:2]4[CH:6]=[C:5]([C:7]5[O:8][CH:9]=[CH:10][CH:11]=5)[NH:4][N:3]=4)=[O:20])=[CH:16][CH:17]=3)=[CH:26][CH:25]=2)=[O:29])[CH:6]=1, predict the reactants needed to synthesize it. (2) Given the product [OH:1][C:2]1[CH:7]=[CH:6][C:5]([S:8][C:10]2[CH:15]=[CH:14][CH:13]=[CH:12][N:11]=2)=[CH:4][CH:3]=1, predict the reactants needed to synthesize it. The reactants are: [OH:1][C:2]1[CH:7]=[CH:6][C:5]([SH:8])=[CH:4][CH:3]=1.Cl[C:10]1[CH:15]=[CH:14][CH:13]=[CH:12][N:11]=1.C(=O)([O-])[O-].[K+].[K+].CN(C)C=O. (3) Given the product [CH2:35]([O:34][C:18]1[CH:19]=[C:20]([O:26][CH2:27][C:28]2[CH:33]=[CH:32][CH:31]=[CH:30][CH:29]=2)[C:21]([CH:23]([CH3:25])[CH3:24])=[CH:22][C:17]=1[C:16]1[O:15][N:14]=[C:13]([C:42]([NH:43][CH2:44][CH3:45])=[O:46])[C:12]=1[C:10]1[O:9][N:8]=[C:7]([CH2:6][N:49]([CH2:50][CH3:51])[CH2:47][CH3:48])[CH:11]=1)[C:36]1[CH:41]=[CH:40][CH:39]=[CH:38][CH:37]=1, predict the reactants needed to synthesize it. The reactants are: CS(O[CH2:6][C:7]1[CH:11]=[C:10]([C:12]2[C:13]([C:42](=[O:46])[NH:43][CH2:44][CH3:45])=[N:14][O:15][C:16]=2[C:17]2[CH:22]=[C:21]([CH:23]([CH3:25])[CH3:24])[C:20]([O:26][CH2:27][C:28]3[CH:33]=[CH:32][CH:31]=[CH:30][CH:29]=3)=[CH:19][C:18]=2[O:34][CH2:35][C:36]2[CH:41]=[CH:40][CH:39]=[CH:38][CH:37]=2)[O:9][N:8]=1)(=O)=O.[CH2:47]([NH:49][CH2:50][CH3:51])[CH3:48]. (4) Given the product [Cl:1][C:2]1[C:7]([C:8]2[CH:13]=[CH:12][CH:11]=[C:10]([N+:14]([O-:16])=[O:15])[CH:9]=2)=[N:6][N:5]([CH:23]2[CH2:25][CH2:24]2)[C:4](=[O:17])[C:3]=1[C:18]([O:20][CH2:21][CH3:22])=[O:19], predict the reactants needed to synthesize it. The reactants are: [Cl:1][C:2]1[C:7]([C:8]2[CH:13]=[CH:12][CH:11]=[C:10]([N+:14]([O-:16])=[O:15])[CH:9]=2)=[N:6][NH:5][C:4](=[O:17])[C:3]=1[C:18]([O:20][CH2:21][CH3:22])=[O:19].[CH:23]1(B(O)O)[CH2:25][CH2:24]1.N1C=CC=CC=1C1C=CC=CN=1.C(=O)([O-])[O-].[Na+].[Na+].